From a dataset of Catalyst prediction with 721,799 reactions and 888 catalyst types from USPTO. Predict which catalyst facilitates the given reaction. (1) Reactant: [CH3:1][O:2][C:3](=[O:28])[C@@H:4]([CH2:21][C:22]1[CH:27]=[CH:26][CH:25]=[CH:24][CH:23]=1)[CH2:5][N:6]1[CH2:11][CH2:10][C@:9]([C:13]2[CH:18]=[CH:17][CH:16]=[C:15]([OH:19])[CH:14]=2)([CH3:12])[C@@H:8]([CH3:20])[CH2:7]1.C(N(CC)CC)C.C1C=CC(N([S:43]([C:46]([F:49])([F:48])[F:47])(=[O:45])=[O:44])[S:43]([C:46]([F:49])([F:48])[F:47])(=[O:45])=[O:44])=CC=1.[OH-].[Na+]. Product: [CH2:21]([C@@H:4]([CH2:5][N:6]1[CH2:11][CH2:10][C@@:9]([CH3:12])([C:13]2[CH:18]=[CH:17][CH:16]=[C:15]([O:19][S:43]([C:46]([F:49])([F:48])[F:47])(=[O:45])=[O:44])[CH:14]=2)[C@@H:8]([CH3:20])[CH2:7]1)[C:3]([O:2][CH3:1])=[O:28])[C:22]1[CH:27]=[CH:26][CH:25]=[CH:24][CH:23]=1. The catalyst class is: 2. (2) Reactant: [Br:1][C:2]1[CH:3]=[C:4]([CH2:11][CH2:12][NH:13][C:14](=[O:25])[C@@H:15]([NH:19][S:20]([CH2:23][CH3:24])(=[O:22])=[O:21])[CH:16]([CH3:18])[CH3:17])[CH:5]=[C:6]([O:9][CH3:10])[C:7]=1[OH:8].[Cl:26][C:27]1[CH:32]=[CH:31][C:30]([C:33]#[C:34][CH2:35]OS(C2C=CC(C)=CC=2)(=O)=O)=[CH:29][CH:28]=1.C[O-].[Na+].O. Product: [Br:1][C:2]1[CH:3]=[C:4]([CH2:11][CH2:12][NH:13][C:14](=[O:25])[C@@H:15]([NH:19][S:20]([CH2:23][CH3:24])(=[O:22])=[O:21])[CH:16]([CH3:18])[CH3:17])[CH:5]=[C:6]([O:9][CH3:10])[C:7]=1[O:8][CH2:35][C:34]#[C:33][C:30]1[CH:31]=[CH:32][C:27]([Cl:26])=[CH:28][CH:29]=1. The catalyst class is: 5.